This data is from Reaction yield outcomes from USPTO patents with 853,638 reactions. The task is: Predict the reaction yield, written as a fraction of the theoretical maximum amount of product (1.0 means a 100% yield; for example, 0.34 means a 34% yield). (1) The reactants are [CH3:1][C:2]1[C:7]2[C:8]([CH2:11][N:12]3[C:16]4[CH:17]=[CH:18][CH:19]=[CH:20][C:15]=4[N:14]=[C:13]3[S:21][CH2:22][CH2:23][CH2:24][C:25]([OH:27])=[O:26])=[CH:9][S:10][C:6]=2[CH:5]=[CH:4][CH:3]=1.O1CCOCC1.[ClH:34]. The catalyst is C(O)(=O)C. The product is [ClH:34].[CH3:1][C:2]1[C:7]2[C:8]([CH2:11][N:12]3[C:16]4[CH:17]=[CH:18][CH:19]=[CH:20][C:15]=4[N:14]=[C:13]3[S:21][CH2:22][CH2:23][CH2:24][C:25]([OH:27])=[O:26])=[CH:9][S:10][C:6]=2[CH:5]=[CH:4][CH:3]=1. The yield is 0.850. (2) The reactants are [BH4-].[Na+].[Cl-].[Ca+2].[Cl-].[CH2:6]([C:10]1[N:11]=[C:12]([CH3:47])[N:13]([C:32]2[CH:46]=[CH:45][C:35]([O:36][C:37]([CH3:44])([CH3:43])[C:38](OCC)=[O:39])=[CH:34][CH:33]=2)[C:14](=[O:31])[C:15]=1[CH2:16][C:17]1[CH:22]=[CH:21][C:20]([C:23]2[CH:28]=[CH:27][CH:26]=[CH:25][C:24]=2[C:29]#[N:30])=[CH:19][CH:18]=1)[CH2:7][CH2:8][CH3:9]. The catalyst is O1CCCC1.C(O)C.C(OCC)(=O)C. The product is [CH2:6]([C:10]1[N:11]=[C:12]([CH3:47])[N:13]([C:32]2[CH:33]=[CH:34][C:35]([O:36][C:37]([CH3:44])([CH3:43])[CH2:38][OH:39])=[CH:45][CH:46]=2)[C:14](=[O:31])[C:15]=1[CH2:16][C:17]1[CH:18]=[CH:19][C:20]([C:23]2[C:24]([C:29]#[N:30])=[CH:25][CH:26]=[CH:27][CH:28]=2)=[CH:21][CH:22]=1)[CH2:7][CH2:8][CH3:9]. The yield is 0.600.